Dataset: Full USPTO retrosynthesis dataset with 1.9M reactions from patents (1976-2016). Task: Predict the reactants needed to synthesize the given product. (1) Given the product [CH3:1][O:2][C:3]1[CH:4]=[C:5]2[C:9](=[CH:10][CH:11]=1)[N:8]([CH2:12][C:13]1[CH:17]=[CH:16][S:15][CH:14]=1)[CH:7]=[C:6]2[CH:18]1[CH2:23][CH2:22][N:21]([CH2:36][CH2:35][O:34][C:29]2[CH:30]=[CH:31][CH:32]=[CH:33][C:28]=2[C:27]([OH:38])=[O:26])[CH2:20][CH2:19]1, predict the reactants needed to synthesize it. The reactants are: [CH3:1][O:2][C:3]1[CH:4]=[C:5]2[C:9](=[CH:10][CH:11]=1)[N:8]([CH2:12][C:13]1[CH:17]=[CH:16][S:15][CH:14]=1)[CH:7]=[C:6]2[CH:18]1[CH2:23][CH2:22][NH:21][CH2:20][CH2:19]1.C([O:26][C:27](=[O:38])[C:28]1[CH:33]=[CH:32][CH:31]=[CH:30][C:29]=1[O:34][CH2:35][CH2:36]Cl)C. (2) Given the product [CH3:23][C:22]([CH3:24])([S:25]([NH:27][C:28]1([C:17]2[S:13][C:14]([C:18]([OH:20])=[O:19])=[CH:15][CH:16]=2)[CH2:31][O:30][CH2:29]1)=[O:26])[CH3:21], predict the reactants needed to synthesize it. The reactants are: C([Li])CCC.C(NC(C)C)(C)C.[S:13]1[CH:17]=[CH:16][CH:15]=[C:14]1[C:18]([OH:20])=[O:19].[CH3:21][C:22]([S:25]([N:27]=[C:28]1[CH2:31][O:30][CH2:29]1)=[O:26])([CH3:24])[CH3:23]. (3) Given the product [C:1]([O:5][C:6]([N:8]1[CH2:12][CH2:11][CH2:10][CH:9]1[CH2:13][O:14][C:15]1[CH:20]=[CH:19][C:18]([O:21][CH2:22][C:23]#[C:24][C:26]2[CH:33]=[CH:32][C:29]([CH2:30][OH:31])=[CH:28][CH:27]=2)=[CH:17][CH:16]=1)=[O:7])([CH3:3])([CH3:2])[CH3:4], predict the reactants needed to synthesize it. The reactants are: [C:1]([O:5][C:6]([N:8]1[CH2:12][CH2:11][CH2:10][CH:9]1[CH2:13][O:14][C:15]1[CH:20]=[CH:19][C:18]([O:21][CH2:22][C:23]#[CH:24])=[CH:17][CH:16]=1)=[O:7])([CH3:4])([CH3:3])[CH3:2].I[C:26]1[CH:33]=[CH:32][C:29]([CH2:30][OH:31])=[CH:28][CH:27]=1.N1CCCC1. (4) Given the product [CH3:19][N:21]([CH3:22])[C:15]([CH2:14][CH2:13][CH2:12][NH:11][C:9](=[O:10])[O:8][CH2:1][C:2]1[CH:7]=[CH:6][CH:5]=[CH:4][CH:3]=1)=[O:17], predict the reactants needed to synthesize it. The reactants are: [CH2:1]([O:8][C:9]([NH:11][CH2:12][CH2:13][CH2:14][C:15]([OH:17])=O)=[O:10])[C:2]1[CH:7]=[CH:6][CH:5]=[CH:4][CH:3]=1.Cl.[CH2:19]([N:21]=[C:22]=NCCCN(C)C)C.CN(CCCN=C=NCC)C.ON1C2C=CC=CC=2N=N1.CNC. (5) Given the product [CH3:1][N:2]1[C:7]2[N:8]=[CH:9][N:10]=[C:11]([C:12]3[CH:17]=[CH:16][CH:15]=[CH:14][N:13]=3)[C:6]=2[CH2:5][CH2:4][NH:3]1, predict the reactants needed to synthesize it. The reactants are: [CH3:1][N:2]1[C:7]2[N:8]=[CH:9][N:10]=[C:11]([C:12]3[CH:17]=[CH:16][CH:15]=[CH:14][N:13]=3)[C:6]=2[CH2:5][CH:4]=[N:3]1.[BH4-].[Na+].B(O)(O)O. (6) Given the product [Cl:32][C:33]1[CH:38]=[C:37]([N:39]([CH3:41])[CH3:40])[CH:36]=[CH:35][C:34]=1[C:42]1[N:43]=[C:44]([CH2:61][CH3:62])[C:45]([NH:50][C@@H:51]2[C:59]3[C:54](=[CH:55][CH:56]=[CH:57][CH:58]=3)[CH2:53][C@@H:52]2[O:60][CH2:64][CH2:65][F:66])=[N:46][C:47]=1[CH2:48][CH3:49], predict the reactants needed to synthesize it. The reactants are: ClC1C=C(Cl)C=CC=1C1N=C(CC)C(N[C@@H]2C3C(=CC=CC=3)C[C@@H]2OCC)=NC=1CC.[Cl:32][C:33]1[CH:38]=[C:37]([N:39]([CH3:41])[CH3:40])[CH:36]=[CH:35][C:34]=1[C:42]1[N:43]=[C:44]([CH2:61][CH3:62])[C:45]([NH:50][C@@H:51]2[C:59]3[C:54](=[CH:55][CH:56]=[CH:57][CH:58]=3)[CH2:53][C@@H:52]2[OH:60])=[N:46][C:47]=1[CH2:48][CH3:49].Br[CH2:64][CH2:65][F:66]. (7) Given the product [CH3:1][O:2][C:3]1[CH:10]=[CH:9][C:6]2[CH2:14][O:15][B:11]([OH:12])[C:5]=2[CH:4]=1, predict the reactants needed to synthesize it. The reactants are: [CH3:1][O:2][C:3]1[CH:10]=[CH:9][C:6](C=O)=[C:5]([B:11]2[O:15][C:14](C)(C)C(C)(C)[O:12]2)[CH:4]=1.[BH4-].[Na+].